From a dataset of Forward reaction prediction with 1.9M reactions from USPTO patents (1976-2016). Predict the product of the given reaction. (1) Given the reactants [H-].[Na+].[Cl:3][C:4]1[CH:9]=[CH:8][CH:7]=[CH:6][C:5]=1[C:10]1([CH3:23])[C:18]2[C:13](=[CH:14][CH:15]=[C:16]([O:19][CH2:20][CH3:21])[CH:17]=2)[NH:12][C:11]1=[O:22].Cl[S:25]([C:28]1[CH:36]=[CH:35][C:31]([C:32]([OH:34])=[O:33])=[CH:30][CH:29]=1)(=[O:27])=[O:26].O, predict the reaction product. The product is: [Cl:3][C:4]1[CH:9]=[CH:8][CH:7]=[CH:6][C:5]=1[C:10]1([CH3:23])[C:18]2[C:13](=[CH:14][CH:15]=[C:16]([O:19][CH2:20][CH3:21])[CH:17]=2)[N:12]([S:25]([C:28]2[CH:29]=[CH:30][C:31]([C:32]([OH:34])=[O:33])=[CH:35][CH:36]=2)(=[O:27])=[O:26])[C:11]1=[O:22]. (2) The product is: [CH:1]1([N:4]2[C:13]3[C:8](=[CH:9][C:10]([F:20])=[C:11]([N:14]4[CH2:19][CH2:18][NH:17][CH2:16][CH2:15]4)[CH:12]=3)[C:7](=[O:21])[C:6]([C:22]([OH:24])=[O:23])=[CH:5]2)[CH2:2][CH2:3]1. Given the reactants [CH:1]1([N:4]2[C:13]3[C:8](=[CH:9][C:10]([F:20])=[C:11]([N:14]4[CH2:19][CH2:18][NH:17][CH2:16][CH2:15]4)[CH:12]=3)[C:7](=[O:21])[C:6]([C:22]([O:24]CC3C=CC(OCCCCCCCCCCC4C5C(=C6C=CC=CC6=C6C=CC=CC6=5)C5C4=C4C=CC=CC4=C4C=CC=CC4=5)=CC=3)=[O:23])=[CH:5]2)[CH2:3][CH2:2]1.C(O)(C(F)(F)F)=O.C(Cl)Cl, predict the reaction product. (3) Given the reactants [Cl:1][C:2]1[CH:3]=[C:4]([CH:7]=[CH:8][C:9]=1[OH:10])[CH:5]=[O:6].[CH3:11]I, predict the reaction product. The product is: [Cl:1][C:2]1[CH:3]=[C:4]([CH:7]=[CH:8][C:9]=1[O:10][CH3:11])[CH:5]=[O:6]. (4) Given the reactants Cl.[CH3:2][NH:3][C@H:4]1[CH2:9][CH2:8][C@H:7]([C:10]([OH:12])=[O:11])[CH2:6][CH2:5]1.C[Si](C)(C)N[Si](C)(C)C.[F:22][C:23]([F:35])([F:34])[C:24]1[CH:29]=[CH:28][C:27]([S:30](Cl)(=[O:32])=[O:31])=[CH:26][CH:25]=1.[OH-].[Na+].Cl, predict the reaction product. The product is: [CH3:2][N:3]([S:30]([C:27]1[CH:26]=[CH:25][C:24]([C:23]([F:22])([F:34])[F:35])=[CH:29][CH:28]=1)(=[O:32])=[O:31])[C@H:4]1[CH2:9][CH2:8][C@H:7]([C:10]([OH:12])=[O:11])[CH2:6][CH2:5]1.